Dataset: Full USPTO retrosynthesis dataset with 1.9M reactions from patents (1976-2016). Task: Predict the reactants needed to synthesize the given product. (1) Given the product [Cl:1][C:2]1[CH:7]=[CH:6][C:5]([S:8]([N:11]([CH2:19][C:20]2[CH:21]=[CH:22][C:23]([C:24]([OH:26])=[O:25])=[CH:28][CH:29]=2)[CH:12]2[CH2:17][CH2:16][CH2:15][CH2:14][CH:13]2[OH:18])(=[O:10])=[O:9])=[CH:4][CH:3]=1, predict the reactants needed to synthesize it. The reactants are: [Cl:1][C:2]1[CH:7]=[CH:6][C:5]([S:8]([N:11]([CH2:19][C:20]2[CH:29]=[CH:28][C:23]([C:24]([O:26]C)=[O:25])=[CH:22][CH:21]=2)[CH:12]2[CH2:17][CH2:16][CH2:15][CH2:14][CH:13]2[OH:18])(=[O:10])=[O:9])=[CH:4][CH:3]=1.O.[OH-].[Li+].Cl. (2) Given the product [I:1][C:2]1[CH:7]=[CH:6][CH:5]=[CH:4][C:3]=1[NH:8][C:9](=[O:27])[NH:10][C:11]1[CH:16]=[CH:15][C:14]([CH2:17][C:18]([OH:20])=[O:19])=[CH:13][C:12]=1[O:25][CH3:26], predict the reactants needed to synthesize it. The reactants are: [I:1][C:2]1[CH:7]=[CH:6][CH:5]=[CH:4][C:3]=1[NH:8][C:9](=[O:27])[NH:10][C:11]1[CH:16]=[CH:15][C:14]([CH2:17][C:18]([O:20]C(C)(C)C)=[O:19])=[CH:13][C:12]=1[O:25][CH3:26].C(O)(C(F)(F)F)=O. (3) Given the product [NH:1]([C:23]([O:25][CH2:26][C:27]1[CH:28]=[CH:29][CH:30]=[CH:31][CH:32]=1)=[O:24])[C@@H:2]([C:13]([NH:15][C:16]([C:19]([OH:21])=[O:20])([CH3:18])[CH3:17])=[O:14])[CH2:3][C:4]1[C:12]2[C:7](=[CH:8][CH:9]=[CH:10][CH:11]=2)[NH:6][CH:5]=1, predict the reactants needed to synthesize it. The reactants are: [NH:1]([C:23]([O:25][CH2:26][C:27]1[CH:32]=[CH:31][CH:30]=[CH:29][CH:28]=1)=[O:24])[C@@H:2]([C:13]([NH:15][C:16]([C:19]([O:21]C)=[O:20])([CH3:18])[CH3:17])=[O:14])[CH2:3][C:4]1[C:12]2[C:7](=[CH:8][CH:9]=[CH:10][CH:11]=2)[NH:6][CH:5]=1.O.[OH-].[Na+].